The task is: Regression. Given two drug SMILES strings and cell line genomic features, predict the synergy score measuring deviation from expected non-interaction effect.. This data is from NCI-60 drug combinations with 297,098 pairs across 59 cell lines. (1) Drug 1: C1=CC(=CC=C1CC(C(=O)O)N)N(CCCl)CCCl.Cl. Drug 2: C1CC(C1)(C(=O)O)C(=O)O.[NH2-].[NH2-].[Pt+2]. Cell line: HL-60(TB). Synergy scores: CSS=81.4, Synergy_ZIP=-1.26, Synergy_Bliss=-0.788, Synergy_Loewe=-3.96, Synergy_HSA=-0.594. (2) Drug 2: CC(C)NC(=O)C1=CC=C(C=C1)CNNC.Cl. Cell line: NCI-H322M. Synergy scores: CSS=-1.02, Synergy_ZIP=-0.144, Synergy_Bliss=0.567, Synergy_Loewe=-0.252, Synergy_HSA=-0.391. Drug 1: CC1=C(C(CCC1)(C)C)C=CC(=CC=CC(=CC(=O)O)C)C.